Dataset: Full USPTO retrosynthesis dataset with 1.9M reactions from patents (1976-2016). Task: Predict the reactants needed to synthesize the given product. (1) Given the product [ClH:22].[NH:12]1[CH2:13][CH2:14][CH:9]([C:6]2[CH:7]=[CH:8][C:3]([C:1]#[N:2])=[CH:4][CH:5]=2)[CH2:10][CH2:11]1, predict the reactants needed to synthesize it. The reactants are: [C:1]([C:3]1[CH:8]=[CH:7][C:6]([CH:9]2[CH2:14][CH2:13][N:12](C(OC(C)(C)C)=O)[CH2:11][CH2:10]2)=[CH:5][CH:4]=1)#[N:2].[ClH:22]. (2) The reactants are: [O:1]=[C:2]1[N:7]([CH2:8][C:9]2[CH:14]=[CH:13][C:12]([C:15]3[C:16]([C:21]#[N:22])=[CH:17][CH:18]=[CH:19][CH:20]=3)=[CH:11][CH:10]=2)[C:6]2[S:23][C:24]([CH2:26][C:27]([F:30])([F:29])[F:28])=[CH:25][C:5]=2[C:4](=[O:31])[NH:3]1.Br[CH2:33][C:34]([C:36]1[CH:41]=[CH:40][C:39]([F:42])=[CH:38][C:37]=1[F:43])=[O:35].CN(C)C=O.[H-].[Na+]. Given the product [F:43][C:37]1[CH:38]=[C:39]([F:42])[CH:40]=[CH:41][C:36]=1[C:34](=[O:35])[CH2:33][N:3]1[C:4](=[O:31])[C:5]2[CH:25]=[C:24]([CH2:26][C:27]([F:30])([F:29])[F:28])[S:23][C:6]=2[N:7]([CH2:8][C:9]2[CH:10]=[CH:11][C:12]([C:15]3[C:16]([C:21]#[N:22])=[CH:17][CH:18]=[CH:19][CH:20]=3)=[CH:13][CH:14]=2)[C:2]1=[O:1], predict the reactants needed to synthesize it. (3) Given the product [C:27]1([C:19]([C:20]2[CH:21]=[CH:22][CH:23]=[CH:24][CH:25]=2)([C:2]2[CH:3]=[N:4][CH:5]=[N:6][CH:7]=2)[OH:26])[CH:28]=[CH:29][CH:30]=[CH:31][CH:32]=1, predict the reactants needed to synthesize it. The reactants are: Br[C:2]1[CH:3]=[N:4][CH:5]=[N:6][CH:7]=1.CCCCCC.[Li]CCCC.[C:19]([C:27]1[CH:32]=[CH:31][CH:30]=[CH:29][CH:28]=1)(=[O:26])[C:20]1[CH:25]=[CH:24][CH:23]=[CH:22][CH:21]=1. (4) Given the product [Cl:1][C:2]1[CH:3]=[C:4]([F:17])[C:5]2[N:9]([CH:10]3[CH2:14][CH2:13][S:12](=[O:15])(=[O:16])[CH2:11]3)[C:20]([CH2:19][Cl:18])=[N:8][C:6]=2[CH:7]=1, predict the reactants needed to synthesize it. The reactants are: [Cl:1][C:2]1[CH:7]=[C:6]([NH2:8])[C:5]([NH:9][CH:10]2[CH2:14][CH2:13][S:12](=[O:16])(=[O:15])[CH2:11]2)=[C:4]([F:17])[CH:3]=1.[Cl:18][CH2:19][C:20](OC)(OC)OC.CC1C=CC(S(OC)(=O)=O)=CC=1.